From a dataset of Full USPTO retrosynthesis dataset with 1.9M reactions from patents (1976-2016). Predict the reactants needed to synthesize the given product. (1) The reactants are: [NH2:1][C:2]1[CH:3]=[C:4]([C:8]2[C:16]([C:17]3[CH:22]=[CH:21][N:20]=[C:19]([NH:23][C:24]4[CH:29]=[CH:28][CH:27]=[C:26]([F:30])[CH:25]=4)[N:18]=3)=[C:11]3[CH:12]=[CH:13][CH:14]=[CH:15][N:10]3[N:9]=2)[CH:5]=[CH:6][CH:7]=1.[F:31][C:32]1[C:33]([CH3:41])=[C:34]([CH:38]=[CH:39][CH:40]=1)[C:35](Cl)=[O:36].C1C2C(=CC=C(NC3N=C(C4C(C5C=C(NC(=O)C6C=CC=CC=6)C=CC=5)=NN5C=CC=CC=45)C=CN=3)C=2)CCN1. Given the product [F:31][C:32]1[C:33]([CH3:41])=[C:34]([CH:38]=[CH:39][CH:40]=1)[C:35]([NH:1][C:2]1[CH:7]=[CH:6][CH:5]=[C:4]([C:8]2[C:16]([C:17]3[CH:22]=[CH:21][N:20]=[C:19]([NH:23][C:24]4[CH:29]=[CH:28][CH:27]=[C:26]([F:30])[CH:25]=4)[N:18]=3)=[C:11]3[CH:12]=[CH:13][CH:14]=[CH:15][N:10]3[N:9]=2)[CH:3]=1)=[O:36], predict the reactants needed to synthesize it. (2) Given the product [Br:1][C:2]1[CH:3]=[C:4]2[C:9](=[CH:10][CH:11]=1)[CH:8]([NH:12][C:21]([C:18]1([NH:17][C:15](=[O:16])[C:14]([F:13])([F:24])[F:25])[CH2:19][CH2:20]1)=[O:22])[CH2:7][CH2:6][CH2:5]2, predict the reactants needed to synthesize it. The reactants are: [Br:1][C:2]1[CH:3]=[C:4]2[C:9](=[CH:10][CH:11]=1)[CH:8]([NH2:12])[CH2:7][CH2:6][CH2:5]2.[F:13][C:14]([F:25])([F:24])[C:15]([NH:17][C:18]1([C:21](O)=[O:22])[CH2:20][CH2:19]1)=[O:16]. (3) Given the product [N+:17]([C:20]1[CH:27]=[CH:26][CH:25]=[CH:24][C:21]=1[CH:22]=[CH:11][C:12]([O:14][CH2:15][CH3:16])=[O:13])([O-:19])=[O:18], predict the reactants needed to synthesize it. The reactants are: [H-].[Na+].C(OP([CH2:11][C:12]([O:14][CH2:15][CH3:16])=[O:13])(OCC)=O)C.[N+:17]([C:20]1[CH:27]=[CH:26][CH:25]=[CH:24][C:21]=1[CH:22]=O)([O-:19])=[O:18].Cl. (4) Given the product [CH3:18][O:16][C:5]1[C:6]2[C:15](=[CH:14][C:13]3[C:8]([CH:7]=2)=[CH:9][CH:10]=[CH:11][CH:12]=3)[C:2]([O:23][CH3:22])=[CH:3][CH:4]=1, predict the reactants needed to synthesize it. The reactants are: O[C:2]1[C:15]2[C:6](=[CH:7][C:8]3[C:13]([CH:14]=2)=[CH:12][CH:11]=[CH:10][CH:9]=3)[C:5]([OH:16])=[CH:4][CH:3]=1.I[CH3:18].CN([CH:22]=[O:23])C.Cl. (5) Given the product [F:17][C:10]1[C:9]([F:18])=[C:8]([C:5]2[CH:6]=[N:7][C:2]3[N:3]([C:20]([C:30]4([C:33]5[CH:34]=[C:35]6[C:40](=[CH:41][CH:42]=5)[N:39]=[CH:38][CH:37]=[CH:36]6)[CH2:32][CH2:31]4)=[CH:21][N:1]=3)[CH:4]=2)[CH:16]=[CH:15][C:11]=1[C:12]([OH:14])=[O:13], predict the reactants needed to synthesize it. The reactants are: [NH2:1][C:2]1[N:7]=[CH:6][C:5]([C:8]2[CH:16]=[CH:15][C:11]([C:12]([OH:14])=[O:13])=[C:10]([F:17])[C:9]=2[F:18])=[CH:4][N:3]=1.Cl[CH:20]([C:30]1([C:33]2[CH:34]=[C:35]3[C:40](=[CH:41][CH:42]=2)[N:39]=[CH:38][CH:37]=[CH:36]3)[CH2:32][CH2:31]1)[CH:21](N1C(=O)CCC1=O)O. (6) Given the product [OH:11][CH2:17][CH2:18][O:19][CH2:20][CH2:21][O:9][C:6]1[CH:7]=[CH:8][C:3]([C:1]#[N:2])=[CH:4][CH:5]=1, predict the reactants needed to synthesize it. The reactants are: [C:1]([C:3]1[CH:8]=[CH:7][C:6]([OH:9])=[CH:5][CH:4]=1)#[N:2].C([O-])([O-])=[O:11].[K+].[K+].Cl[CH2:17][CH2:18][O:19][CH:20](O)[CH3:21]. (7) Given the product [ClH:1].[ClH:1].[NH2:31][C:32]1[CH:33]=[C:34]([CH:37]=[C:38]([NH:40][C:2]2[N:11]=[C:10]([N:12]3[CH2:16][CH2:15][C@H:14]([NH:17][CH2:25][CH2:26][CH2:27][CH2:28][CH2:29][CH3:30])[CH2:13]3)[C:9]3[C:4](=[CH:5][CH:6]=[CH:7][CH:8]=3)[N:3]=2)[CH:39]=1)[C:35]#[N:36], predict the reactants needed to synthesize it. The reactants are: [Cl:1][C:2]1[N:11]=[C:10]([N:12]2[CH2:16][CH2:15][C@H:14]([N:17]([CH2:25][CH2:26][CH2:27][CH2:28][CH2:29][CH3:30])C(=O)OC(C)(C)C)[CH2:13]2)[C:9]2[C:4](=[CH:5][CH:6]=[CH:7][CH:8]=2)[N:3]=1.[NH2:31][C:32]1[CH:33]=[C:34]([CH:37]=[C:38]([NH2:40])[CH:39]=1)[C:35]#[N:36].